Dataset: Forward reaction prediction with 1.9M reactions from USPTO patents (1976-2016). Task: Predict the product of the given reaction. (1) Given the reactants [CH:1]1([CH2:4][C@H:5]([N:9]2[CH2:17][C:16]3[C:11](=[CH:12][CH:13]=[CH:14][CH:15]=3)[C:10]2=[O:18])[C:6]([OH:8])=O)[CH2:3][CH2:2]1.[CH3:19][O:20][C:21]([CH3:30])([CH3:29])[CH2:22][N:23]1[CH:27]=[CH:26][C:25]([NH2:28])=[N:24]1.F[P-](F)(F)(F)(F)F.N1(O[P+](N(C)C)(N(C)C)N(C)C)C2C=CC=CC=2N=N1.C(N(CC)C(C)C)(C)C, predict the reaction product. The product is: [CH:1]1([CH2:4][C@H:5]([N:9]2[CH2:17][C:16]3[C:11](=[CH:12][CH:13]=[CH:14][CH:15]=3)[C:10]2=[O:18])[C:6]([NH:28][C:25]2[CH:26]=[CH:27][N:23]([CH2:22][C:21]([O:20][CH3:19])([CH3:29])[CH3:30])[N:24]=2)=[O:8])[CH2:2][CH2:3]1. (2) Given the reactants [O:1]=[C:2]1[C:7]2[S:8][CH:9]=[C:10]([S:11](Cl)(=[O:13])=[O:12])[C:6]=2[CH2:5][CH2:4][CH2:3]1.[F:15][C:16]1[CH:21]=[CH:20][C:19]([C@H:22]([OH:26])[CH2:23][NH:24][CH3:25])=[CH:18][CH:17]=1, predict the reaction product. The product is: [F:15][C:16]1[CH:17]=[CH:18][C:19]([C@H:22]([OH:26])[CH2:23][N:24]([CH3:25])[S:11]([C:10]2[C:6]3[CH2:5][CH2:4][CH2:3][C:2](=[O:1])[C:7]=3[S:8][CH:9]=2)(=[O:13])=[O:12])=[CH:20][CH:21]=1. (3) Given the reactants Br[C:2]1[CH:14]=[CH:13][C:5]2[NH:6][C:7](=[O:12])[O:8][C:9]([CH3:11])([CH3:10])[C:4]=2[CH:3]=1.[CH3:15][O:16][C:17]1[CH:18]=[C:19](B(O)O)[CH:20]=[CH:21][CH:22]=1, predict the reaction product. The product is: [CH3:15][O:16][C:17]1[CH:22]=[C:21]([C:2]2[CH:14]=[CH:13][C:5]3[NH:6][C:7](=[O:12])[O:8][C:9]([CH3:11])([CH3:10])[C:4]=3[CH:3]=2)[CH:20]=[CH:19][CH:18]=1. (4) Given the reactants [CH3:1][S:2]([C:5]1[CH:10]=[CH:9][C:8]([C:11]2[N:16]=[N:15][C:14]([CH2:17][NH:18][CH:19]3[CH2:24][CH2:23][N:22]([C:25]([O:27][C:28]([CH3:31])([CH3:30])[CH3:29])=[O:26])[CH2:21][CH2:20]3)=[CH:13][CH:12]=2)=[CH:7][CH:6]=1)(=[O:4])=[O:3].[BH-](OC(C)=O)(OC(C)=O)O[C:34](C)=O.[Na+].C=O, predict the reaction product. The product is: [CH3:34][N:18]([CH2:17][C:14]1[N:15]=[N:16][C:11]([C:8]2[CH:9]=[CH:10][C:5]([S:2]([CH3:1])(=[O:3])=[O:4])=[CH:6][CH:7]=2)=[CH:12][CH:13]=1)[CH:19]1[CH2:24][CH2:23][N:22]([C:25]([O:27][C:28]([CH3:31])([CH3:30])[CH3:29])=[O:26])[CH2:21][CH2:20]1. (5) Given the reactants [F:1][C:2]([F:18])([F:17])[CH:3]([C:5]1[CH:10]=[CH:9][N:8]=[C:7]([C:11]2[NH:12][O:13][C:14](=[O:16])[N:15]=2)[CH:6]=1)[OH:4].C(N(CC)CC)C.[OH2:26].Cl, predict the reaction product. The product is: [F:18][C:2]([F:1])([F:17])[C:3]([C:5]1[CH:10]=[CH:9][N:8]=[C:7]([C:11]2[NH:12][O:13][C:14](=[O:16])[N:15]=2)[CH:6]=1)([OH:26])[OH:4]. (6) The product is: [Si:1]([O:9][C@H:10]([CH3:15])[C:11]([O:13][CH3:14])=[O:12])([C:4]([CH3:7])([CH3:6])[CH3:5])([CH3:3])[CH3:2]. Given the reactants [Si:1](Cl)([C:4]([CH3:7])([CH3:6])[CH3:5])([CH3:3])[CH3:2].[OH:9][C@H:10]([CH3:15])[C:11]([O:13][CH3:14])=[O:12].N1C=CN=C1, predict the reaction product.